Dataset: Catalyst prediction with 721,799 reactions and 888 catalyst types from USPTO. Task: Predict which catalyst facilitates the given reaction. The catalyst class is: 2. Product: [F:1][C:2]1[CH:7]=[CH:6][CH:5]=[CH:4][C:3]=1[C:8]1[C:14]2[CH:15]=[CH:16][CH:17]=[C:18]([CH3:19])[C:13]=2[N:12]([CH2:20][C:21]([C:23]2[CH:28]=[CH:27][CH:26]=[CH:25][C:24]=2[CH3:29])=[O:22])[C:11](=[O:30])[CH:10]([NH:31][C:32]([NH:34][C:35]2[CH:40]=[CH:39][CH:38]=[C:37]([C:41]([OH:43])=[O:42])[CH:36]=2)=[O:33])[N:9]=1. Reactant: [F:1][C:2]1[CH:7]=[CH:6][CH:5]=[CH:4][C:3]=1[C:8]1[C:14]2[CH:15]=[CH:16][CH:17]=[C:18]([CH3:19])[C:13]=2[N:12]([CH2:20][C:21]([C:23]2[CH:28]=[CH:27][CH:26]=[CH:25][C:24]=2[CH3:29])=[O:22])[C:11](=[O:30])[CH:10]([NH:31][C:32]([NH:34][C:35]2[CH:40]=[CH:39][CH:38]=[C:37]([C:41]([O:43]C(C)(C)C)=[O:42])[CH:36]=2)=[O:33])[N:9]=1.FC(F)(F)C(O)=O.